From a dataset of Reaction yield outcomes from USPTO patents with 853,638 reactions. Predict the reaction yield, written as a fraction of the theoretical maximum amount of product (1.0 means a 100% yield; for example, 0.34 means a 34% yield). (1) The reactants are CC(C)([O-])C.[K+].[Cl-].[CH3:8][O:9][CH2:10][P+](C1C=CC=CC=1)(C1C=CC=CC=1)C1C=CC=CC=1.[CH:30]([C:32]1[CH:41]=[CH:40][C:35]([C:36]([O:38][CH3:39])=[O:37])=[CH:34][CH:33]=1)=O. The catalyst is C1COCC1. The product is [CH3:39][O:38][C:36](=[O:37])[C:35]1[CH:40]=[CH:41][C:32]([CH:30]=[CH:8][O:9][CH3:10])=[CH:33][CH:34]=1. The yield is 0.800. (2) The yield is 0.770. The product is [Cl:29][C:2]1[C:21]([CH3:23])=[C:19]([CH:18]=[O:27])[CH:5]=[CH:6][N:1]=1. The reactants are [N:1]1[CH:6]=[CH:5]C=C[CH:2]=1.CC(C[AlH]CC(C)C)C.[K+].[Na+].[C:18]([O-:27])(=O)[CH:19]([CH:21]([C:23]([O-])=O)O)O.C(Cl)[Cl:29]. The catalyst is O.